From a dataset of Catalyst prediction with 721,799 reactions and 888 catalyst types from USPTO. Predict which catalyst facilitates the given reaction. Reactant: [Cl:1][C:2]1[CH:21]=[C:20]([Cl:22])[CH:19]=[CH:18][C:3]=1[CH2:4][N:5]1[C:9]([C:10](OCC)=[O:11])=[CH:8][C:7]([CH:15]([CH3:17])[CH3:16])=[N:6]1.[H-].C([Al+]CC(C)C)C(C)C.C(O)C.[Cl-].[NH4+]. Product: [Cl:1][C:2]1[CH:21]=[C:20]([Cl:22])[CH:19]=[CH:18][C:3]=1[CH2:4][N:5]1[C:9]([CH2:10][OH:11])=[CH:8][C:7]([CH:15]([CH3:17])[CH3:16])=[N:6]1. The catalyst class is: 207.